From a dataset of Forward reaction prediction with 1.9M reactions from USPTO patents (1976-2016). Predict the product of the given reaction. (1) Given the reactants Cl[C:2]1[CH:7]=[CH:6][N:5]=[C:4](S(C)(=O)=O)[N:3]=1.[S:12]1[C:16]([C:17]2[CH:18]=[C:19]([NH2:26])[CH:20]=[C:21]3[C:25]=2[NH:24][N:23]=[CH:22]3)=[CH:15][C:14]2[CH:27]=[CH:28][CH:29]=[CH:30][C:13]1=2.C(N(CC)CC)C.C[O:39]CCOC, predict the reaction product. The product is: [S:12]1[C:16]([C:17]2[CH:18]=[C:19]([NH:26][C:2]3[CH:7]=[CH:6][N:5]=[C:4]([OH:39])[N:3]=3)[CH:20]=[C:21]3[C:25]=2[NH:24][N:23]=[CH:22]3)=[CH:15][C:14]2[CH:27]=[CH:28][CH:29]=[CH:30][C:13]1=2. (2) Given the reactants Br[C:2]1[CH:3]=[CH:4][C:5]([F:8])=[N:6][CH:7]=1.[O:9]1[CH2:14][CH2:13][C:12](=O)[CH2:11][CH2:10]1.C1(P(C2CCCCC2)C2C=CC=CC=2C2C(C(C)C)=CC(C(C)C)=CC=2C(C)C)CCCCC1.CC(C)([O-])C.[Li+], predict the reaction product. The product is: [O:9]1[CH2:10][CH:11]=[C:12]([C:2]2[CH:3]=[CH:4][C:5]([F:8])=[N:6][CH:7]=2)[CH2:13][CH2:14]1. (3) Given the reactants C([Li])CCC.CCCCCC.[CH3:12][N:13]([CH3:27])[C:14]1([C:21]2[CH:26]=[CH:25][CH:24]=[CH:23][CH:22]=2)[CH2:19][CH2:18][C:17](=[O:20])[CH2:16][CH2:15]1.[CH2:28](Br)[C:29]1[CH:34]=[CH:33][CH:32]=[CH:31][CH:30]=1, predict the reaction product. The product is: [CH2:28]([CH:18]1[CH2:19][C:14]([N:13]([CH3:27])[CH3:12])([C:21]2[CH:22]=[CH:23][CH:24]=[CH:25][CH:26]=2)[CH2:15][CH2:16][C:17]1=[O:20])[C:29]1[CH:34]=[CH:33][CH:32]=[CH:31][CH:30]=1. (4) Given the reactants CC1C=NC2C(C=1C)=CC=C1C=2N=CC(C)=C1C.[CH:19]1([N:23]2[CH2:29][CH2:28][CH2:27][N:26]([C:30]([N:32]3[CH2:35][CH:34]([OH:36])[CH2:33]3)=[O:31])[CH2:25][CH2:24]2)[CH2:22][CH2:21][CH2:20]1.I[C:38]1[CH:43]=[CH:42][C:41]([O:44][C:45]([F:48])([F:47])[F:46])=[CH:40][CH:39]=1, predict the reaction product. The product is: [CH:19]1([N:23]2[CH2:29][CH2:28][CH2:27][N:26]([C:30]([N:32]3[CH2:33][CH:34]([O:36][C:38]4[CH:39]=[CH:40][C:41]([O:44][C:45]([F:46])([F:47])[F:48])=[CH:42][CH:43]=4)[CH2:35]3)=[O:31])[CH2:25][CH2:24]2)[CH2:22][CH2:21][CH2:20]1. (5) Given the reactants [C:1]([O:5][C:6]([N:8]1[C:13]2[CH:14]=[C:15]([Cl:20])[C:16]([O:18][CH3:19])=[CH:17][C:12]=2[O:11][CH:10]([C:21](O)=[O:22])[CH2:9]1)=[O:7])([CH3:4])([CH3:3])[CH3:2].CCN(C(C)C)C(C)C.CCN=C=NCCCN(C)C.C1C=CC2N(O)N=NC=2C=1.[F:54][C:55]([F:71])([C:64]1[CH:69]=[CH:68][C:67]([F:70])=[CH:66][CH:65]=1)[C:56]1([C:62]#[N:63])[CH2:61][CH2:60][NH:59][CH2:58][CH2:57]1, predict the reaction product. The product is: [C:1]([O:5][C:6]([N:8]1[C:13]2[CH:14]=[C:15]([Cl:20])[C:16]([O:18][CH3:19])=[CH:17][C:12]=2[O:11][CH:10]([C:21]([N:59]2[CH2:60][CH2:61][C:56]([C:62]#[N:63])([C:55]([F:54])([F:71])[C:64]3[CH:69]=[CH:68][C:67]([F:70])=[CH:66][CH:65]=3)[CH2:57][CH2:58]2)=[O:22])[CH2:9]1)=[O:7])([CH3:2])([CH3:3])[CH3:4]. (6) The product is: [F:68][C:64]1[CH:63]=[C:62]([C@:48]2([CH3:61])[NH:47][C:52]3[NH:53][C:54](=[O:59])[N:55]([CH3:58])[C:56](=[O:57])[C:51]=3[CH2:50][CH2:49]2)[CH:67]=[CH:66][CH:65]=1. Given the reactants FC1C=CC=CC=1[C@@H]1NC2NC(=O)N(C(C)C)C(=O)C=2CC1.Cl.N[C@@H](C1C=CC=C(F)C=1)CCC1C(=O)N(C(C)C)C(=O)NC1=O.[NH2:47][C@:48]([C:62]1[CH:67]=[CH:66][CH:65]=[C:64]([F:68])[CH:63]=1)([CH3:61])[CH2:49][CH2:50][CH:51]1[C:56](=[O:57])[N:55]([CH3:58])[C:54](=[O:59])[NH:53][C:52]1=O, predict the reaction product. (7) Given the reactants [NH2:1][C:2]1[CH:3]=[C:4]([CH:7]=[CH:8][CH:9]=1)[C:5]#[N:6].[NH4+].[N:11]#[C:12][S-:13].O, predict the reaction product. The product is: [C:5]([C:4]1[CH:3]=[C:2]([NH:1][C:12]([NH2:11])=[S:13])[CH:9]=[CH:8][CH:7]=1)#[N:6]. (8) Given the reactants [Br:1][C:2]1[CH:3]=[C:4]([CH2:10][CH2:11][NH:12][CH2:13][CH2:14][NH:15][C:16](=[O:22])[O:17][C:18]([CH3:21])([CH3:20])[CH3:19])[CH:5]=[CH:6][C:7]=1[C:8]#[N:9].[Cl:23][CH2:24][C:25](Cl)=[O:26], predict the reaction product. The product is: [Br:1][C:2]1[CH:3]=[C:4]([CH2:10][CH2:11][N:12]([C:25](=[O:26])[CH2:24][Cl:23])[CH2:13][CH2:14][NH:15][C:16](=[O:22])[O:17][C:18]([CH3:19])([CH3:21])[CH3:20])[CH:5]=[CH:6][C:7]=1[C:8]#[N:9]. (9) Given the reactants [CH3:1][N:2]([CH3:18])[CH2:3][CH2:4][N:5]1[CH2:10][CH2:9][S:8][C:7]2[CH:11]=[C:12]([N+:15]([O-])=O)[CH:13]=[CH:14][C:6]1=2.O.NN, predict the reaction product. The product is: [CH3:1][N:2]([CH3:18])[CH2:3][CH2:4][N:5]1[CH2:10][CH2:9][S:8][C:7]2[CH:11]=[C:12]([NH2:15])[CH:13]=[CH:14][C:6]1=2. (10) Given the reactants [Cl:1][C:2]1[CH:3]=[C:4]2[O:8][C:7]([CH3:9])=[C:6]([CH3:10])[C:5]2=[C:11]([C:13](OC(C(=O)C)C)=[O:14])[CH:12]=1.CC(C[AlH]CC(C)C)C.[Na+].[Cl-], predict the reaction product. The product is: [Cl:1][C:2]1[CH:12]=[C:11]([CH2:13][OH:14])[C:5]2[C:6]([CH3:10])=[C:7]([CH3:9])[O:8][C:4]=2[CH:3]=1.